Dataset: Full USPTO retrosynthesis dataset with 1.9M reactions from patents (1976-2016). Task: Predict the reactants needed to synthesize the given product. (1) Given the product [CH3:24][O:25][C:26](=[O:44])[CH:27]([NH:36][C:37]([O:39][C:40]([CH3:42])([CH3:41])[CH3:43])=[O:38])[CH2:28][C:29]1[CH:34]=[CH:33][C:32]([O:18][CH2:17][CH2:16][C@H:15]([CH:12]2[CH2:13][CH2:14][N:9]([C:7]3[O:6][N:5]=[C:4]([CH:1]([CH3:3])[CH3:2])[N:8]=3)[CH2:10][CH2:11]2)[CH3:23])=[CH:31][CH:30]=1, predict the reactants needed to synthesize it. The reactants are: [CH:1]([C:4]1[N:8]=[C:7]([N:9]2[CH2:14][CH2:13][CH:12]([C@H:15]([CH3:23])[CH2:16][CH2:17][O:18]S(C)(=O)=O)[CH2:11][CH2:10]2)[O:6][N:5]=1)([CH3:3])[CH3:2].[CH3:24][O:25][C:26](=[O:44])[CH:27]([NH:36][C:37]([O:39][C:40]([CH3:43])([CH3:42])[CH3:41])=[O:38])[CH2:28][C:29]1[CH:34]=[CH:33][C:32](O)=[CH:31][CH:30]=1. (2) Given the product [C:1]([O:5][C:6]([N:8]1[C:16]2[C:11](=[CH:12][C:13]([NH2:17])=[CH:14][CH:15]=2)[CH:10]=[C:9]1[CH3:20])=[O:7])([CH3:4])([CH3:3])[CH3:2], predict the reactants needed to synthesize it. The reactants are: [C:1]([O:5][C:6]([N:8]1[C:16]2[C:11](=[CH:12][C:13]([N+:17]([O-])=O)=[CH:14][CH:15]=2)[CH:10]=[C:9]1[CH3:20])=[O:7])([CH3:4])([CH3:3])[CH3:2]. (3) Given the product [CH2:12]([O:11][C:9]([CH:8]1[CH2:7][CH2:6][N:5]([CH:2]2[CH2:1][CH2:15][N:5]([C:30]([O:28][CH2:26][CH3:27])=[O:33])[CH2:6][CH2:7]2)[CH2:15][CH2:14]1)=[O:10])[CH3:13], predict the reactants needed to synthesize it. The reactants are: [C:1](O)(=O)[CH3:2].[NH:5]1[CH2:15][CH2:14][CH:8]([C:9]([O:11][CH2:12][CH3:13])=[O:10])[CH2:7][CH2:6]1.C(O[BH-](O[C:26](=[O:28])[CH3:27])OC(=O)C)(=O)C.[Na+].[C:30](=[O:33])(O)[O-].[Na+]. (4) Given the product [F:1][C:2]1[C:3]([C:21]2[CH:26]=[C:25]([F:27])[CH:24]=[CH:23][C:22]=2[O:28][CH3:29])=[C:4]2[C:10]([C:11]#[N:12])=[C:9]([I:38])[N:8]([CH2:13][O:14][CH2:15][CH2:16][Si:17]([CH3:18])([CH3:19])[CH3:20])[C:5]2=[N:6][CH:7]=1, predict the reactants needed to synthesize it. The reactants are: [F:1][C:2]1[C:3]([C:21]2[CH:26]=[C:25]([F:27])[CH:24]=[CH:23][C:22]=2[O:28][CH3:29])=[C:4]2[C:10]([C:11]#[N:12])=[CH:9][N:8]([CH2:13][O:14][CH2:15][CH2:16][Si:17]([CH3:20])([CH3:19])[CH3:18])[C:5]2=[N:6][CH:7]=1.C([N-]C(C)C)(C)C.[Li+].[I:38]I. (5) The reactants are: C(N[CH:5]([CH3:7])[CH3:6])(C)C.C([Li])CCC.[C:13]([O:17][C:18]([CH:20]1[CH2:22][CH2:21]1)=[O:19])([CH3:16])([CH3:15])[CH3:14].C(Br)C=C.[Cl-].[NH4+]. Given the product [C:13]([O:17][C:18]([C:20]1([CH2:7][CH:5]=[CH2:6])[CH2:22][CH2:21]1)=[O:19])([CH3:16])([CH3:15])[CH3:14], predict the reactants needed to synthesize it. (6) Given the product [C:27]([O:26][C:24]([N:12]1[CH2:11][C:10]2[C:14](=[CH:15][CH:16]=[C:8]([N+:5]([O-:7])=[O:6])[CH:9]=2)[CH2:13]1)=[O:25])([CH3:30])([CH3:29])[CH3:28], predict the reactants needed to synthesize it. The reactants are: [N+]([O-])(O)=O.[N+:5]([C:8]1[CH:9]=[C:10]2[C:14](=[CH:15][CH:16]=1)[CH2:13][NH:12][CH2:11]2)([O-:7])=[O:6].C(N(CC)CC)C.[C:24](O[C:24]([O:26][C:27]([CH3:30])([CH3:29])[CH3:28])=[O:25])([O:26][C:27]([CH3:30])([CH3:29])[CH3:28])=[O:25].